Task: Predict the reaction yield, written as a fraction of the theoretical maximum amount of product (1.0 means a 100% yield; for example, 0.34 means a 34% yield).. Dataset: Reaction yield outcomes from USPTO patents with 853,638 reactions (1) The reactants are [CH3:1][O:2][C:3](=[O:41])[C:4]1[CH:9]=[CH:8][C:7]([O:10][CH2:11][CH2:12][C:13]2[C:21]3[C:16](=[CH:17][CH:18]=[C:19]([Cl:22])[CH:20]=3)[N:15]([CH:23]([C:30]3[CH:35]=[CH:34][CH:33]=[CH:32][CH:31]=3)[C:24]3[CH:29]=[CH:28][CH:27]=[CH:26][CH:25]=3)[C:14]=2[CH:36]=[CH:37][C:38]([OH:40])=[O:39])=[CH:6][CH:5]=1. The catalyst is CO.[Pt]. The product is [CH3:1][O:2][C:3](=[O:41])[C:4]1[CH:5]=[CH:6][C:7]([O:10][CH2:11][CH2:12][C:13]2[C:21]3[C:16](=[CH:17][CH:18]=[C:19]([Cl:22])[CH:20]=3)[N:15]([CH:23]([C:30]3[CH:31]=[CH:32][CH:33]=[CH:34][CH:35]=3)[C:24]3[CH:29]=[CH:28][CH:27]=[CH:26][CH:25]=3)[C:14]=2[CH2:36][CH2:37][C:38]([OH:40])=[O:39])=[CH:8][CH:9]=1. The yield is 0.790. (2) The reactants are C([O:8][C:9]1[CH:10]=[C:11]2[N:21]([C:22]([O:24][C:25]([CH3:28])([CH3:27])[CH3:26])=[O:23])[CH2:20][CH:19]([CH2:29][Cl:30])[C:12]2=[C:13]2[C:18]=1[N:17]=[CH:16][CH:15]=[CH:14]2)C1C=CC=CC=1. The catalyst is CCOC(C)=O.[Pd]. The product is [C:25]([O:24][C:22]([N:21]1[C:11]2[C:12](=[C:13]3[C:18](=[C:9]([OH:8])[CH:10]=2)[N:17]=[CH:16][CH:15]=[CH:14]3)[CH:19]([CH2:29][Cl:30])[CH2:20]1)=[O:23])([CH3:28])([CH3:27])[CH3:26]. The yield is 0.440.